From a dataset of Catalyst prediction with 721,799 reactions and 888 catalyst types from USPTO. Predict which catalyst facilitates the given reaction. (1) Reactant: [H-].[Na+].[CH3:3][C:4]1([CH3:13])[O:8][C@@H:7]([CH2:9][OH:10])[C@H:6]([CH2:11][OH:12])[O:5]1.CS(O[CH2:19][CH2:20][CH2:21][CH2:22][CH2:23][C:24]#[CH:25])(=O)=O.O. Product: [CH2:25]([O:12][CH2:11][C@@H:6]1[O:5][C:4]([CH3:13])([CH3:3])[O:8][C@H:7]1[CH2:9][OH:10])[CH2:24][CH2:23][CH2:22][CH2:21][C:20]#[CH:19]. The catalyst class is: 9. (2) Reactant: [C:1]([O:5][C:6]([N:8]1[CH2:13][CH2:12][CH:11]([O:14][C:15]2[CH:32]=[C:31]([N:33]3[CH2:37][CH2:36][CH2:35][CH2:34]3)[CH:30]=[CH:29][C:16]=2[C:17]([NH:19][C:20]2[CH:28]=[CH:27][CH:26]=[CH:25][C:21]=2[C:22]([OH:24])=O)=[O:18])[CH2:10][CH2:9]1)=[O:7])([CH3:4])([CH3:3])[CH3:2].N1C=CC=CC=1.C(Cl)(=O)C(Cl)=O. Product: [C:1]([O:5][C:6]([N:8]1[CH2:13][CH2:12][CH:11]([O:14][C:15]2[CH:32]=[C:31]([N:33]3[CH2:34][CH2:35][CH2:36][CH2:37]3)[CH:30]=[CH:29][C:16]=2[C:17]2[O:18][C:22](=[O:24])[C:21]3[CH:25]=[CH:26][CH:27]=[CH:28][C:20]=3[N:19]=2)[CH2:10][CH2:9]1)=[O:7])([CH3:2])([CH3:3])[CH3:4]. The catalyst class is: 59. (3) Reactant: [Cl:1][C:2]1[CH:7]=[C:6]([OH:8])[C:5]([Cl:9])=[CH:4][N:3]=1.C(=O)([O-])[O-].[Cs+].[Cs+].FC(F)(F)S(O[CH2:22][C:23]([F:26])([F:25])[F:24])(=O)=O.CCCCCCC.C(OCC)(=O)C. Product: [Cl:1][C:2]1[CH:7]=[C:6]([O:8][CH2:22][C:23]([F:26])([F:25])[F:24])[C:5]([Cl:9])=[CH:4][N:3]=1. The catalyst class is: 3. (4) Reactant: [F-].C([N+](CCCC)(CCCC)CCCC)CCC.[Si]([O:26][C@@H:27]([CH2:41][CH2:42][CH2:43][CH2:44][CH2:45][CH3:46])[C@H:28]([N:30]1[CH:38]=[N:37][C:36]2[C:31]1=[N:32][CH:33]=[N:34][C:35]=2[O:39][CH3:40])[CH3:29])(C(C)(C)C)(C)C.ClCCl.CO. Product: [CH3:40][O:39][C:35]1[N:34]=[CH:33][N:32]=[C:31]2[C:36]=1[N:37]=[CH:38][N:30]2[C@@H:28]([C@@H:27]([OH:26])[CH2:41][CH2:42][CH2:43][CH2:44][CH2:45][CH3:46])[CH3:29]. The catalyst class is: 7. (5) Reactant: [H-].[Al+3].[Li+].[H-].[H-].[H-].[C@@H:7]12[CH2:12][C@@H:11]1[CH2:10][C@H:9]([C:13](OCC)=[O:14])[N:8]2[C:18]([O:20][C:21]([CH3:24])([CH3:23])[CH3:22])=[O:19].O.O.O.O.O.O.O.O.O.O.C(=O)([O-])[O-].[Na+].[Na+]. Product: [OH:14][CH2:13][C@H:9]1[CH2:10][C@@H:11]2[C@@H:7]([CH2:12]2)[N:8]1[C:18]([O:20][C:21]([CH3:24])([CH3:23])[CH3:22])=[O:19]. The catalyst class is: 7. (6) Reactant: CC([S@@]([NH:7][C@@:8]1([C:18]2[CH:27]=[CH:26][C:25]3[C:20](=[CH:21][CH:22]=[CH:23][CH:24]=3)[CH:19]=2)[C:13]2=[N:14][CH:15]=[CH:16][CH:17]=[C:12]2[O:11][CH2:10][CH2:9]1)=O)(C)C.[ClH:28].O1CCOCC1. Product: [ClH:28].[CH:19]1[C:20]2[C:25](=[CH:24][CH:23]=[CH:22][CH:21]=2)[CH:26]=[CH:27][C:18]=1[C@:8]1([NH2:7])[C:13]2=[N:14][CH:15]=[CH:16][CH:17]=[C:12]2[O:11][CH2:10][CH2:9]1. The catalyst class is: 14. (7) Reactant: [Cl:1][C:2]1[CH:7]=[CH:6][C:5]([C@@H:8]2[C@:10]3([C:18]4[C:13](=[CH:14][CH:15]=[CH:16][CH:17]=4)[NH:12][C:11]3=[O:19])[CH2:9]2)=[CH:4][CH:3]=1.C[Si]([N-][Si](C)(C)C)(C)C.[K+].[CH3:30][O:31][CH:32]([O:35][CH3:36])[CH2:33]Br.O. Product: [Cl:1][C:2]1[CH:3]=[CH:4][C:5]([C@@H:8]2[C@:10]3([C:18]4[C:13](=[CH:14][CH:15]=[CH:16][CH:17]=4)[N:12]([CH2:33][CH:32]([O:35][CH3:36])[O:31][CH3:30])[C:11]3=[O:19])[CH2:9]2)=[CH:6][CH:7]=1. The catalyst class is: 3. (8) Reactant: [F:1][C:2]([F:9])([F:8])[C:3]1[CH:7]=[CH:6][NH:5][N:4]=1.[Cl:10][O-].[Na+].O.C(=O)([O-])[O-].[Na+].[Na+]. Product: [Cl:10][C:7]1[C:3]([C:2]([F:9])([F:8])[F:1])=[N:4][NH:5][CH:6]=1. The catalyst class is: 15. (9) Reactant: [Cl:1][C:2]1[CH:3]=[C:4]([C@H:9]([NH:12][C:13](=[O:19])[O:14][C:15]([CH3:18])([CH3:17])[CH3:16])[CH:10]=[O:11])[CH:5]=[CH:6][C:7]=1[F:8].[CH3:20][Mg+].[Br-].[NH4+].[Cl-]. Product: [Cl:1][C:2]1[CH:3]=[C:4]([C@H:9]([NH:12][C:13](=[O:19])[O:14][C:15]([CH3:16])([CH3:18])[CH3:17])[C@@H:10]([OH:11])[CH3:20])[CH:5]=[CH:6][C:7]=1[F:8].[Cl:1][C:2]1[CH:3]=[C:4]([C@H:9]([NH:12][C:13](=[O:19])[O:14][C:15]([CH3:16])([CH3:18])[CH3:17])[C@H:10]([OH:11])[CH3:20])[CH:5]=[CH:6][C:7]=1[F:8]. The catalyst class is: 28.